Task: Predict the product of the given reaction.. Dataset: Forward reaction prediction with 1.9M reactions from USPTO patents (1976-2016) (1) The product is: [Br:1][C:2]1[CH:20]=[C:19]2[C:5]([C:6](=[O:22])[C:7](=[O:21])[C:8]3[S:18][CH2:17][C:11]4([CH2:16][CH2:15][N:14]([CH2:32][C@@H:30]([OH:31])[CH2:23][C:24]5[CH:29]=[CH:28][CH:27]=[CH:26][CH:25]=5)[CH2:13][CH2:12]4)[O:10][C:9]=32)=[CH:4][CH:3]=1. Given the reactants [Br:1][C:2]1[CH:20]=[C:19]2[C:5]([C:6](=[O:22])[C:7](=[O:21])[C:8]3[S:18][CH2:17][C:11]4([CH2:16][CH2:15][NH:14][CH2:13][CH2:12]4)[O:10][C:9]=32)=[CH:4][CH:3]=1.[CH2:23]([C@H:30]1[CH2:32][O:31]1)[C:24]1[CH:29]=[CH:28][CH:27]=[CH:26][CH:25]=1, predict the reaction product. (2) Given the reactants Cl[C:2]1[CH:7]=[CH:6][N:5]=[C:4]2[CH:8]=[C:9]([C:11]([N:13]3[CH2:17][CH2:16][C@@H:15]([N:18]([CH3:26])[C:19](=[O:25])[O:20][C:21]([CH3:24])([CH3:23])[CH3:22])[CH2:14]3)=[O:12])[S:10][C:3]=12.[CH3:27][NH:28][C:29]([C:31]1[C:39]2[C:34](=[CH:35][C:36]([OH:40])=[CH:37][CH:38]=2)[N:33]([CH3:41])[C:32]=1[CH3:42])=[O:30].C([O-])([O-])=O.[Cs+].[Cs+], predict the reaction product. The product is: [C:21]([O:20][C:19](=[O:25])[N:18]([C@@H:15]1[CH2:16][CH2:17][N:13]([C:11]([C:9]2[S:10][C:3]3[C:4](=[N:5][CH:6]=[CH:7][C:2]=3[O:40][C:36]3[CH:35]=[C:34]4[C:39]([C:31]([C:29]([NH:28][CH3:27])=[O:30])=[C:32]([CH3:42])[N:33]4[CH3:41])=[CH:38][CH:37]=3)[CH:8]=2)=[O:12])[CH2:14]1)[CH3:26])([CH3:24])([CH3:23])[CH3:22]. (3) Given the reactants C([O:5][C:6](=O)[C:7]1[CH:12]=[C:11]([C:13]2[CH:18]=[C:17]([S:19][CH2:20][CH2:21][C:22](=[O:30])[NH:23][CH2:24][CH2:25][O:26][CH2:27][CH2:28][NH2:29])[N:16]=[C:15]([NH2:31])[N:14]=2)[C:10]([CH3:32])=[CH:9][C:8]=1[CH3:33])(C)(C)C.FC(F)(F)C(O)=O.ON1C2C=CC=CC=2N=N1.C(N(C(C)C)CC)(C)C.Cl.C(N=C=NCCCN(C)C)C, predict the reaction product. The product is: [NH2:31][C:15]1[N:16]=[C:17]2[CH:18]=[C:13]([C:11]3[CH:12]=[C:7]([C:6](=[O:5])[NH:29][CH2:28][CH2:27][O:26][CH2:25][CH2:24][NH:23][C:22](=[O:30])[CH2:21][CH2:20][S:19]2)[C:8]([CH3:33])=[CH:9][C:10]=3[CH3:32])[N:14]=1. (4) Given the reactants [CH3:1][O:2][C:3](=[O:38])[CH2:4][N:5]([S:27](=[O:37])(=[O:36])[NH:28]C(OC(C)(C)C)=O)[C:6]1[CH:11]=[C:10]([O:12][C:13]2[CH:18]=[CH:17][CH:16]=[CH:15][CH:14]=2)[CH:9]=[CH:8][C:7]=1[O:19][CH2:20][C:21]1[CH:26]=[CH:25][CH:24]=[CH:23][CH:22]=1, predict the reaction product. The product is: [CH3:1][O:2][C:3](=[O:38])[CH2:4][N:5]([S:27](=[O:37])(=[O:36])[NH2:28])[C:6]1[CH:11]=[C:10]([O:12][C:13]2[CH:14]=[CH:15][CH:16]=[CH:17][CH:18]=2)[CH:9]=[CH:8][C:7]=1[O:19][CH2:20][C:21]1[CH:22]=[CH:23][CH:24]=[CH:25][CH:26]=1. (5) Given the reactants [C:1]([O:4][C@H:5]1[O:19][C@H:18]([CH2:20][O:21][C:22](=[O:24])[CH3:23])[C@@H:13]([O:14][C:15](=[O:17])[CH3:16])[C@H:11]([OH:12])[C@@H:6]1[O:7][C:8](=[O:10])[CH3:9])(=[O:3])[CH3:2].ClC(O[C:29]1[CH:34]=[CH:33][C:32]([N+:35]([O-:37])=[O:36])=[CH:31][CH:30]=1)=O.C([O:41][CH2:42]C)(=O)C.O.[N:45]1C=CC=CC=1, predict the reaction product. The product is: [C:1]([O:4][C@H:5]1[O:19][C@H:18]([CH2:20][O:21][C:22](=[O:24])[CH3:23])[C@@H:13]([O:14][C:15](=[O:17])[CH3:16])[C@H:11]([O:12][C:42](=[O:41])[NH:45][C:29]2[CH:30]=[CH:31][C:32]([N+:35]([O-:37])=[O:36])=[CH:33][CH:34]=2)[C@@H:6]1[O:7][C:8](=[O:10])[CH3:9])(=[O:3])[CH3:2]. (6) Given the reactants [Cl:1][C:2]1[C:3]([F:32])=[C:4]([NH:8][C:9]2[C:18]3[C:13](=[CH:14][C:15]([O:30][CH3:31])=[C:16]([O:19][C@@H:20]4[CH2:25][CH2:24][N:23]([CH3:26])[C@H:22]([C:27](O)=[O:28])[CH2:21]4)[CH:17]=3)[N:12]=[CH:11][N:10]=2)[CH:5]=[CH:6][CH:7]=1.[CH2:33]([N:35](CC)CC)C.CCN(C(C)C)C(C)C.Cl.CN.CN(C(ON1N=NC2C=CC=NC1=2)=[N+](C)C)C.F[P-](F)(F)(F)(F)F, predict the reaction product. The product is: [Cl:1][C:2]1[C:3]([F:32])=[C:4]([NH:8][C:9]2[C:18]3[C:13](=[CH:14][C:15]([O:30][CH3:31])=[C:16]([O:19][C@@H:20]4[CH2:25][CH2:24][N:23]([CH3:26])[C@H:22]([C:27]([NH:35][CH3:33])=[O:28])[CH2:21]4)[CH:17]=3)[N:12]=[CH:11][N:10]=2)[CH:5]=[CH:6][CH:7]=1. (7) Given the reactants [CH3:1][O:2][C:3]1[CH:8]=[CH:7][CH:6]=[CH:5][C:4]=1[NH:9][C:10]1[CH:15]=[CH:14][CH:13]=[CH:12][C:11]=1[N+:16]([O-])=O, predict the reaction product. The product is: [CH3:1][O:2][C:3]1[CH:8]=[CH:7][CH:6]=[CH:5][C:4]=1[NH:9][C:10]1[C:11]([NH2:16])=[CH:12][CH:13]=[CH:14][CH:15]=1.